This data is from Peptide-MHC class I binding affinity with 185,985 pairs from IEDB/IMGT. The task is: Regression. Given a peptide amino acid sequence and an MHC pseudo amino acid sequence, predict their binding affinity value. This is MHC class I binding data. The peptide sequence is YRSGIIAVV. The MHC is HLA-B07:02 with pseudo-sequence HLA-B07:02. The binding affinity (normalized) is 0.